This data is from Reaction yield outcomes from USPTO patents with 853,638 reactions. The task is: Predict the reaction yield, written as a fraction of the theoretical maximum amount of product (1.0 means a 100% yield; for example, 0.34 means a 34% yield). (1) The reactants are [Cr](Cl)([O-])(=O)=O.[NH+]1C=CC=CC=1.[CH3:12][O:13][C:14]1[C:23]2[C:18](=[CH:19][CH:20]=[CH:21][CH:22]=2)[C:17]([O:24][CH3:25])=[CH:16][C:15]=1[CH2:26][OH:27].[O-]S([O-])(=O)=O.[Mg+2]. The catalyst is C(Cl)Cl. The product is [CH3:12][O:13][C:14]1[C:23]2[C:18](=[CH:19][CH:20]=[CH:21][CH:22]=2)[C:17]([O:24][CH3:25])=[CH:16][C:15]=1[CH:26]=[O:27]. The yield is 0.850. (2) The reactants are [OH:1][C:2]1[CH:9]=[C:8]([CH3:10])[C:5]([C:6]#[N:7])=[C:4]([CH3:11])[C:3]=1[N+:12]([O-:14])=[O:13].[S:15](O[S:15]([C:18]([F:21])([F:20])[F:19])(=[O:17])=[O:16])([C:18]([F:21])([F:20])[F:19])(=[O:17])=[O:16].N1C=CC=CC=1.O. The catalyst is ClCCl. The product is [F:19][C:18]([F:21])([F:20])[S:15]([O:1][C:2]1[CH:9]=[C:8]([CH3:10])[C:5]([C:6]#[N:7])=[C:4]([CH3:11])[C:3]=1[N+:12]([O-:14])=[O:13])(=[O:17])=[O:16]. The yield is 0.690.